From a dataset of Peptide-MHC class I binding affinity with 185,985 pairs from IEDB/IMGT. Regression. Given a peptide amino acid sequence and an MHC pseudo amino acid sequence, predict their binding affinity value. This is MHC class I binding data. (1) The peptide sequence is YTFCRLNVK. The MHC is HLA-A69:01 with pseudo-sequence HLA-A69:01. The binding affinity (normalized) is 0.0847. (2) The peptide sequence is LLWKGEGAVV. The MHC is HLA-A02:07 with pseudo-sequence HLA-A02:07. The binding affinity (normalized) is 0.230. (3) The peptide sequence is LPCRIKQII. The MHC is HLA-B45:01 with pseudo-sequence HLA-B45:01. The binding affinity (normalized) is 0. (4) The peptide sequence is YLVAYQATL. The MHC is HLA-A02:05 with pseudo-sequence HLA-A02:05. The binding affinity (normalized) is 0.865. (5) The MHC is HLA-B44:02 with pseudo-sequence HLA-B44:02. The binding affinity (normalized) is 0.347. The peptide sequence is TEFQSVTFTM. (6) The peptide sequence is LMYKGLPWNV. The MHC is HLA-A02:03 with pseudo-sequence HLA-A02:03. The binding affinity (normalized) is 0.845. (7) The MHC is HLA-A02:06 with pseudo-sequence HLA-A02:06. The peptide sequence is LQMENKAWL. The binding affinity (normalized) is 0.711. (8) The peptide sequence is NESGRLIDFL. The MHC is Mamu-A11 with pseudo-sequence Mamu-A11. The binding affinity (normalized) is 0.477.